This data is from Retrosynthesis with 50K atom-mapped reactions and 10 reaction types from USPTO. The task is: Predict the reactants needed to synthesize the given product. (1) The reactants are: CN(C)C=O.Fc1cc(F)cc(Cl)c1. Given the product O=Cc1c(F)cc(Cl)cc1F, predict the reactants needed to synthesize it. (2) Given the product C=C[C@H]1CN(C(=O)OC(C)(C)C)C[C@@H]1O[Si](C)(C)C(C)(C)C, predict the reactants needed to synthesize it. The reactants are: CC(C)(C)OC(=O)N1C[C@H](C=O)[C@@H](O[Si](C)(C)C(C)(C)C)C1.[Li]CCCC. (3) Given the product Nc1cccc(NC(=O)C2CCCCC2)c1, predict the reactants needed to synthesize it. The reactants are: Nc1cccc(N)c1.O=C(O)C1CCCCC1. (4) Given the product Cc1cccc(NC(=O)OCCCl)c1CNc1cccn2c(C=O)c(C)nc12, predict the reactants needed to synthesize it. The reactants are: Cc1cccc(N)c1CNc1cccn2c(C=O)c(C)nc12.O=C(Cl)OCCCl.